From a dataset of Reaction yield outcomes from USPTO patents with 853,638 reactions. Predict the reaction yield, written as a fraction of the theoretical maximum amount of product (1.0 means a 100% yield; for example, 0.34 means a 34% yield). (1) The catalyst is C(Cl)Cl. The yield is 0.690. The product is [Br:1][C:2]1[CH:3]=[CH:4][C:5]([F:11])=[C:6]([CH:10]=1)[C:7]([NH:12][C:13]1[C:14]([CH3:24])=[CH:15][C:16]([C:17]([O:19][CH3:20])=[O:18])=[CH:21][C:22]=1[CH3:23])=[O:9]. The reactants are [Br:1][C:2]1[CH:3]=[CH:4][C:5]([F:11])=[C:6]([CH:10]=1)[C:7]([OH:9])=O.[NH2:12][C:13]1[C:22]([CH3:23])=[CH:21][C:16]([C:17]([O:19][CH3:20])=[O:18])=[CH:15][C:14]=1[CH3:24].C(N(CC)C(C)C)(C)C.CCCP1(OP(CCC)(=O)OP(CCC)(=O)O1)=O. (2) The reactants are [C:1]([O:4][C:5]1[CH:13]=[CH:12][C:11]([Cl:14])=[CH:10][C:6]=1[C:7]([OH:9])=O)(=[O:3])[CH3:2].[NH2:15][N:16]1[CH:21]=[CH:20][CH:19]=[CH:18][NH:17]1. No catalyst specified. The product is [C:1]([O:4][C:5]1[CH:13]=[CH:12][C:11]([Cl:14])=[CH:10][C:6]=1[C:7]([NH:15][N:16]1[CH:21]=[CH:20][CH:19]=[CH:18][NH:17]1)=[O:9])(=[O:3])[CH3:2]. The yield is 0.197. (3) The catalyst is C(O)(C)C. The product is [CH3:20][O:19][C:13]1[CH:12]=[C:11]([CH2:10][CH2:9][NH:8][C:6]2[CH:5]=[CH:4][N:3]=[C:2]([NH:21][CH2:22][C:23]3[CH:24]=[CH:25][C:26]([C:27]([O:29][CH3:30])=[O:28])=[CH:31][CH:32]=3)[N:7]=2)[CH:16]=[CH:15][C:14]=1[O:17][CH3:18]. The yield is 0.630. The reactants are Cl[C:2]1[N:7]=[C:6]([NH:8][CH2:9][CH2:10][C:11]2[CH:16]=[CH:15][C:14]([O:17][CH3:18])=[C:13]([O:19][CH3:20])[CH:12]=2)[CH:5]=[CH:4][N:3]=1.[NH2:21][CH2:22][C:23]1[CH:32]=[CH:31][C:26]([C:27]([O:29][CH3:30])=[O:28])=[CH:25][CH:24]=1.CCN(C(C)C)C(C)C. (4) The reactants are [C:1]([N:4]([C:8]1[C:12]2[CH:13]=[C:14]([N+:17]([O-])=O)[CH:15]=[CH:16][C:11]=2[S:10][N:9]=1)[C:5](=[O:7])[CH3:6])(=[O:3])[CH3:2].C(O)(=O)C.C(=O)(O)[O-].[Na+]. The catalyst is [Fe].C(OCC)(=O)C. The product is [C:1]([N:4]([C:8]1[C:12]2[CH:13]=[C:14]([NH2:17])[CH:15]=[CH:16][C:11]=2[S:10][N:9]=1)[C:5](=[O:7])[CH3:6])(=[O:3])[CH3:2]. The yield is 0.380. (5) The reactants are [NH2:1][C:2]1[C:7]([CH2:8][C:9]2[CH:14]=[CH:13][CH:12]=[CH:11][CH:10]=2)=[N:6][C:5]([C:15]2[CH:20]=[CH:19][C:18]([O:21][CH3:22])=[CH:17][C:16]=2C=C)=[C:4]([CH:25]=[CH2:26])[N:3]=1. The catalyst is CC1C=C(C)C(N2C(=[Ru](Cl)(Cl)=CC3C=CC=CC=3OC(C)C)N(C3C(C)=CC(C)=CC=3C)CC2)=C(C)C=1.ClCCCl. The product is [NH2:1][C:2]1[C:7]([CH2:8][C:9]2[CH:14]=[CH:13][CH:12]=[CH:11][CH:10]=2)=[N:6][C:5]2[C:15]3[CH:20]=[CH:19][C:18]([O:21][CH3:22])=[CH:17][C:16]=3[CH:26]=[CH:25][C:4]=2[N:3]=1. The yield is 0.253.